Dataset: Reaction yield outcomes from USPTO patents with 853,638 reactions. Task: Predict the reaction yield, written as a fraction of the theoretical maximum amount of product (1.0 means a 100% yield; for example, 0.34 means a 34% yield). (1) The reactants are [CH:1]1([NH:4][C:5]([C:7]2[CH:8]=[CH:9][C:10]([CH3:31])=[C:11]([C:13]3[C:14]([C:27]([O:29]C)=[O:28])=[CH:15][C:16]([C:19]([NH:21][CH2:22][C:23]([CH3:26])([CH3:25])[CH3:24])=[O:20])=[CH:17][CH:18]=3)[CH:12]=2)=[O:6])[CH2:3][CH2:2]1.[OH-].[K+].C(O)(=O)C. The catalyst is O.CO. The product is [CH:1]1([NH:4][C:5]([C:7]2[CH:8]=[CH:9][C:10]([CH3:31])=[C:11]([C:13]3[C:14]([C:27]([OH:29])=[O:28])=[CH:15][C:16]([C:19]([NH:21][CH2:22][C:23]([CH3:25])([CH3:26])[CH3:24])=[O:20])=[CH:17][CH:18]=3)[CH:12]=2)=[O:6])[CH2:3][CH2:2]1. The yield is 1.00. (2) The reactants are [OH:1][CH2:2][C:3]1[C:12]2[C:7](=[CH:8][CH:9]=[C:10]([O:13][CH3:14])[N:11]=2)[N:6]=[CH:5][C:4]=1[OH:15]. The catalyst is C(#N)C.[O-2].[O-2].[Mn+4]. The product is [OH:15][C:4]1[CH:5]=[N:6][C:7]2[C:12]([C:3]=1[CH:2]=[O:1])=[N:11][C:10]([O:13][CH3:14])=[CH:9][CH:8]=2. The yield is 0.730.